Regression. Given two drug SMILES strings and cell line genomic features, predict the synergy score measuring deviation from expected non-interaction effect. From a dataset of NCI-60 drug combinations with 297,098 pairs across 59 cell lines. Drug 1: C1CCC(C1)C(CC#N)N2C=C(C=N2)C3=C4C=CNC4=NC=N3. Drug 2: CC1C(C(CC(O1)OC2CC(OC(C2O)C)OC3=CC4=CC5=C(C(=O)C(C(C5)C(C(=O)C(C(C)O)O)OC)OC6CC(C(C(O6)C)O)OC7CC(C(C(O7)C)O)OC8CC(C(C(O8)C)O)(C)O)C(=C4C(=C3C)O)O)O)O. Cell line: MCF7. Synergy scores: CSS=9.25, Synergy_ZIP=9.89, Synergy_Bliss=15.9, Synergy_Loewe=14.4, Synergy_HSA=14.6.